From a dataset of Retrosynthesis with 50K atom-mapped reactions and 10 reaction types from USPTO. Predict the reactants needed to synthesize the given product. Given the product Cc1nc(-n2ccc(OCc3ccccc3)cc2=O)sc1C(=O)NCc1nccs1, predict the reactants needed to synthesize it. The reactants are: Cc1nc(-n2ccc(OCc3ccccc3)cc2=O)sc1C(=O)O.NCc1nccs1.